Dataset: Full USPTO retrosynthesis dataset with 1.9M reactions from patents (1976-2016). Task: Predict the reactants needed to synthesize the given product. (1) Given the product [Cl:32][C:28]1[CH:27]=[C:26]([C:4]2[N:3]=[C:2]([CH:34]=[CH:33][O:35][CH2:36][CH3:37])[N:10]=[C:9]3[C:5]=2[N:6]([CH2:18][C@H:19]2[CH2:24][CH2:23][C@H:22]([CH3:25])[CH2:21][CH2:20]2)[C:7]([N:11]2[CH2:16][CH2:15][O:14][CH2:13][C@H:12]2[CH3:17])=[N:8]3)[CH:31]=[CH:30][CH:29]=1, predict the reactants needed to synthesize it. The reactants are: Cl[C:2]1[N:10]=[C:9]2[C:5]([N:6]([CH2:18][C@H:19]3[CH2:24][CH2:23][C@H:22]([CH3:25])[CH2:21][CH2:20]3)[C:7]([N:11]3[CH2:16][CH2:15][O:14][CH2:13][C@H:12]3[CH3:17])=[N:8]2)=[C:4]([C:26]2[CH:31]=[CH:30][CH:29]=[C:28]([Cl:32])[CH:27]=2)[N:3]=1.[CH2:33]([O:35][CH:36]=[CH:37]B1OC(C)(C)C(C)(C)O1)[CH3:34].C([O-])([O-])=O.[Na+].[Na+].O1CCOCC1. (2) Given the product [ClH:13].[CH3:15][O:6][C:5](=[O:7])[CH2:4][C@H:3]1[CH2:8][CH2:9][CH2:10][NH:2]1, predict the reactants needed to synthesize it. The reactants are: Cl.[NH:2]1[CH2:10][CH2:9][CH2:8][C@@H:3]1[CH2:4][C:5]([OH:7])=[O:6].S(Cl)([Cl:13])=O.[CH3:15]O. (3) Given the product [I:12][C:7]1[CH:8]=[C:9]2[C:4](=[CH:5][CH:6]=1)[N:3]=[C:2]([NH2:14])[CH:11]=[CH:10]2, predict the reactants needed to synthesize it. The reactants are: Cl[C:2]1[CH:11]=[CH:10][C:9]2[C:4](=[CH:5][CH:6]=[C:7]([I:12])[CH:8]=2)[N:3]=1.[OH-].[NH4+:14]. (4) The reactants are: CC1[N:3]([C:8]2[CH:9]=[C:10]3[C:15](=[CH:16][CH:17]=2)[C:13](=[O:14])[O:12][CH:11]3[CH:18]=[CH:19][CH3:20])C(C)=CC=1.Cl.NO.[OH-].[K+]. Given the product [NH2:3][C:8]1[CH:9]=[C:10]2[C:15](=[CH:16][CH:17]=1)[C:13](=[O:14])[O:12][CH:11]2[CH:18]=[CH:19][CH3:20], predict the reactants needed to synthesize it. (5) Given the product [CH:15]1([C:4]2[N:3]=[C:2]([NH:22][CH2:21][CH:18]3[CH2:20][CH2:19]3)[C:7]([CH3:8])=[C:6]([O:9][CH2:10][C:11]([NH:3][CH2:4][CH:15]3[CH2:17][CH2:16]3)=[O:13])[N:5]=2)[CH2:17][CH2:16]1, predict the reactants needed to synthesize it. The reactants are: Cl[C:2]1[C:7]([CH3:8])=[C:6]([O:9][CH2:10][C:11]([O:13]C)=O)[N:5]=[C:4]([CH:15]2[CH2:17][CH2:16]2)[N:3]=1.[CH:18]1([CH2:21][NH2:22])[CH2:20][CH2:19]1.O. (6) Given the product [CH3:19][N:17]1[CH2:16][CH2:15][N:7]2[C:8]3[CH:14]=[CH:13][CH:12]=[CH:11][C:9]=3[NH:10][C:4](=[O:3])[CH2:5][CH:6]2[CH2:18]1, predict the reactants needed to synthesize it. The reactants are: C=O.[O:3]=[C:4]1[NH:10][C:9]2[CH:11]=[CH:12][CH:13]=[CH:14][C:8]=2[N:7]2[CH2:15][CH2:16][N:17]([C:19](OC(C)(C)C)=O)[CH2:18][CH:6]2[CH2:5]1. (7) Given the product [Br:1][C:2]1[CH:20]=[CH:19][C:5]([CH2:6][C@H:7]([NH:8][C:9](=[O:10])[O:11][C:12]([CH3:14])([CH3:13])[CH3:15])[CH2:16][OH:17])=[CH:4][CH:3]=1, predict the reactants needed to synthesize it. The reactants are: [Br:1][C:2]1[CH:20]=[CH:19][C:5]([CH2:6][C@@H:7]([C:16](O)=[O:17])[NH:8][C:9]([O:11][C:12]([CH3:15])([CH3:14])[CH3:13])=[O:10])=[CH:4][CH:3]=1.[H-].[Al+3].[Li+].[H-].[H-].[H-]. (8) Given the product [Cl:26][C:23]1[CH:22]=[CH:21][C:20]([N:13]2[C:12](=[O:27])[C:11]3[C:16](=[C:7]4[CH:6]=[C:5]([CH3:28])[NH:4][C:8]4=[CH:9][CH:10]=3)[N:15]=[C:14]2[CH:17]([CH3:19])[CH3:18])=[CH:25][CH:24]=1, predict the reactants needed to synthesize it. The reactants are: C([N:4]1[C:8]2=[CH:9][CH:10]=[C:11]3[C:16]([N:15]=[C:14]([CH:17]([CH3:19])[CH3:18])[N:13]([C:20]4[CH:25]=[CH:24][C:23]([Cl:26])=[CH:22][CH:21]=4)[C:12]3=[O:27])=[C:7]2[CH:6]=[C:5]1[CH3:28])(=O)C.[OH-].[K+]. (9) Given the product [NH2:2][C:1]1[NH:20][N:19]=[C:4]([NH:5][C:6]2[CH:11]=[CH:10][C:9]([S:12]([NH:13][CH3:14])(=[O:16])=[O:15])=[CH:8][CH:7]=2)[N:3]=1, predict the reactants needed to synthesize it. The reactants are: [C:1](/[N:3]=[C:4](\SC)/[NH:5][C:6]1[CH:11]=[CH:10][C:9]([S:12](=[O:16])(=[O:15])[NH:13][CH3:14])=[CH:8][CH:7]=1)#[N:2].[NH2:19][NH2:20]. (10) The reactants are: FC(F)(F)S([O:6][Si:7]([CH2:12][CH3:13])([CH2:10][CH3:11])[CH2:8][CH3:9])(=O)=O.O[C@H:17]([C:21]([CH3:38])=[CH:22][C:23]1[N:24]=[C:25]([CH2:28][O:29][C:30]([O:32][CH2:33][C:34]([Cl:37])([Cl:36])[Cl:35])=[O:31])[S:26][CH:27]=1)[CH2:18][CH:19]=[CH2:20].N1C(C)=CC=CC=1C.Cl. Given the product [CH2:12]([Si:7]([CH2:8][CH3:9])([CH2:10][CH3:11])[O:6][C@H:17]([C:21]([CH3:38])=[CH:22][C:23]1[N:24]=[C:25]([CH2:28][O:29][C:30]([O:32][CH2:33][C:34]([Cl:36])([Cl:37])[Cl:35])=[O:31])[S:26][CH:27]=1)[CH2:18][CH:19]=[CH2:20])[CH3:13], predict the reactants needed to synthesize it.